Dataset: Peptide-MHC class I binding affinity with 185,985 pairs from IEDB/IMGT. Task: Regression. Given a peptide amino acid sequence and an MHC pseudo amino acid sequence, predict their binding affinity value. This is MHC class I binding data. (1) The peptide sequence is VEITPYKPTW. The MHC is HLA-A01:01 with pseudo-sequence HLA-A01:01. The binding affinity (normalized) is 0. (2) The peptide sequence is SLIIPNVTL. The MHC is HLA-B14:02 with pseudo-sequence HLA-B14:02. The binding affinity (normalized) is 0.213.